The task is: Predict the reaction yield, written as a fraction of the theoretical maximum amount of product (1.0 means a 100% yield; for example, 0.34 means a 34% yield).. This data is from Reaction yield outcomes from USPTO patents with 853,638 reactions. (1) The reactants are [NH2:1][C:2]1[CH:12]=[CH:11][C:5]([C:6]([O:8][CH2:9][CH3:10])=[O:7])=[C:4]([S:13][CH3:14])[CH:3]=1.[I:15]Cl.CC(O)=O. The catalyst is C(O)(=O)C.CCOC(C)=O. The product is [NH2:1][C:2]1[C:12]([I:15])=[CH:11][C:5]([C:6]([O:8][CH2:9][CH3:10])=[O:7])=[C:4]([S:13][CH3:14])[CH:3]=1. The yield is 0.530. (2) The reactants are [CH3:1][O:2][C:3](=[O:38])[C@@H:4]([NH:14][C:15]([C:17]1[C:18]([CH3:37])=[N:19][C:20]([NH:24][CH2:25][C:26]#[C:27][C:28]2[CH:33]=[C:32]([O:34][CH3:35])[CH:31]=[CH:30][C:29]=2[Cl:36])=[N:21][C:22]=1[CH3:23])=[O:16])[CH2:5][NH:6][C:7]([C:9]1[S:10][CH:11]=[CH:12][CH:13]=1)=[O:8]. The catalyst is CO.[Pt]. The product is [CH3:1][O:2][C:3](=[O:38])[C@@H:4]([NH:14][C:15]([C:17]1[C:18]([CH3:37])=[N:19][C:20]([NH:24][CH2:25][CH2:26][CH2:27][C:28]2[CH:33]=[C:32]([O:34][CH3:35])[CH:31]=[CH:30][C:29]=2[Cl:36])=[N:21][C:22]=1[CH3:23])=[O:16])[CH2:5][NH:6][C:7]([C:9]1[S:10][CH:11]=[CH:12][CH:13]=1)=[O:8]. The yield is 0.630. (3) The reactants are [C:1]1([CH3:10])[CH:6]=[CH:5][CH:4]=[C:3]([N:7]=[C:8]=[O:9])[CH:2]=1.Cl.[NH2:12][CH2:13][C:14]1[CH:22]=[CH:21][CH:20]=[C:19]2[C:15]=1[C:16](=[O:32])[N:17]([CH:24]1[CH2:29][CH2:28][C:27](=[O:30])[NH:26][C:25]1=[O:31])[C:18]2=[O:23].C(N(CC)CC)C. The catalyst is C1COCC1. The product is [O:31]=[C:25]1[CH:24]([N:17]2[C:16](=[O:32])[C:15]3[C:19](=[CH:20][CH:21]=[CH:22][C:14]=3[CH2:13][NH:12][C:8]([NH:7][C:3]3[CH:2]=[C:1]([CH3:10])[CH:6]=[CH:5][CH:4]=3)=[O:9])[C:18]2=[O:23])[CH2:29][CH2:28][C:27](=[O:30])[NH:26]1. The yield is 0.760. (4) The reactants are [CH2:1]1[CH2:14][O:13][C:8]23[O:9][CH2:10][CH2:11][O:12][C:3]2([C@:4]2([CH2:27][CH2:26][C@H:25]4[C@@H:15]([CH2:16][C:17](=O)[CH:18]5[C@:23]4([CH3:24])[CH2:22][CH2:21][CH2:20][CH2:19]5)[C@@H:6]2[CH2:7]3)[CH3:5])[O:2]1.[NH2:29][O:30][CH2:31][CH3:32].Cl. No catalyst specified. The product is [CH2:11]1[CH2:10][O:9][C:8]23[O:13][CH2:14][CH2:1][O:2][C:3]2([C@:4]2([CH2:27][CH2:26][C@H:25]4[C@@H:15]([CH2:16]/[C:17](=[N:29]\[O:30][CH2:31][CH3:32])/[CH:18]5[C@:23]4([CH3:24])[CH2:22][CH2:21][CH2:20][CH2:19]5)[C@@H:6]2[CH2:7]3)[CH3:5])[O:12]1. The yield is 0.900. (5) The reactants are [Cl:1][C:2]1[N:3]=[CH:4][C:5]([C:8]([O:10]C)=[O:9])=[N:6][CH:7]=1.C(=O)([O-])[O-].[K+].[K+].Cl. The catalyst is O1CCCC1. The product is [Cl:1][C:2]1[N:3]=[CH:4][C:5]([C:8]([OH:10])=[O:9])=[N:6][CH:7]=1. The yield is 0.910. (6) The reactants are [N:1]#[C:2]Br.[F:4][C:5]1[CH:6]=[C:7]([NH2:21])[C:8]([NH:11][C:12]2[C:17]([CH3:18])=[CH:16][C:15]([CH3:19])=[CH:14][C:13]=2[CH3:20])=[CH:9][CH:10]=1. The catalyst is C(O)C. The product is [F:4][C:5]1[CH:10]=[CH:9][C:8]2[N:11]([C:12]3[C:13]([CH3:20])=[CH:14][C:15]([CH3:19])=[CH:16][C:17]=3[CH3:18])[C:2]([NH2:1])=[N:21][C:7]=2[CH:6]=1. The yield is 0.980. (7) The reactants are [Cl:1][C:2]1[CH:7]=[CH:6][C:5]([NH:8][C:9]([C:11]2[C:12]([NH:17][CH2:18][C:19]3[CH:24]=[CH:23][C:22]([CH:25]([CH3:27])[CH3:26])=[CH:21][C:20]=3[OH:28])=[N:13][CH:14]=[CH:15][CH:16]=2)=[O:10])=[CH:4][CH:3]=1.C1(P(C2C=CC=CC=2)C2C=CC=CC=2)C=CC=CC=1.[C:48]([NH:55][CH2:56][CH2:57]O)([O:50][C:51]([CH3:54])([CH3:53])[CH3:52])=[O:49].N(C(OCC)=O)=NC(OCC)=O. The catalyst is O1CCCC1. The product is [C:48]([NH:55][CH2:56][CH2:57][O:28][C:20]1[CH:21]=[C:22]([CH:25]([CH3:26])[CH3:27])[CH:23]=[CH:24][C:19]=1[CH2:18][NH:17][C:12]1[C:11]([C:9]([NH:8][C:5]2[CH:6]=[CH:7][C:2]([Cl:1])=[CH:3][CH:4]=2)=[O:10])=[CH:16][CH:15]=[CH:14][N:13]=1)([O:50][C:51]([CH3:54])([CH3:53])[CH3:52])=[O:49]. The yield is 0.300. (8) The reactants are N1[C:14]2[C:5](=[CH:6][CH:7]=[C:8]3[C:13]=2N=CC=C3)C=CC=1.[C:15]([O-:18])([O-])=O.[Cs+].[Cs+].IC1C=[CH:26][C:25]([O:28]C)=[CH:24]C=1. The catalyst is [Cu]I.C(O)(C)C. The product is [CH:25]([O:28][C:5]1[CH:6]=[CH:7][C:8]([O:18][CH3:15])=[CH:13][CH:14]=1)([CH3:26])[CH3:24]. The yield is 0.830. (9) The catalyst is ClCCl. The yield is 0.900. The reactants are [C:1]1([CH:7]([C:30]2[CH:35]=[CH:34][CH:33]=[CH:32][CH:31]=2)[N:8]2[C:16]3[C:11](=[CH:12][CH:13]=[CH:14][CH:15]=3)[C:10](O)([C:17]3[CH:26]=[C:25]4[C:20]([CH2:21][CH2:22][CH2:23][O:24]4)=[CH:19][C:18]=3[OH:27])[C:9]2=[O:29])[CH:6]=[CH:5][CH:4]=[CH:3][CH:2]=1.C([SiH](CC)CC)C.FC(F)(F)C(O)=O. The product is [C:30]1([CH:7]([C:1]2[CH:6]=[CH:5][CH:4]=[CH:3][CH:2]=2)[N:8]2[C:16]3[C:11](=[CH:12][CH:13]=[CH:14][CH:15]=3)[CH:10]([C:17]3[CH:26]=[C:25]4[C:20]([CH2:21][CH2:22][CH2:23][O:24]4)=[CH:19][C:18]=3[OH:27])[C:9]2=[O:29])[CH:31]=[CH:32][CH:33]=[CH:34][CH:35]=1. (10) The reactants are [Cl:1][C:2]1[N:7]=[C:6](/[CH:8]=[C:9](/[C:11]2[CH:12]=[C:13]([NH:17][S:18]([C:21]3[C:26]([F:27])=[CH:25][CH:24]=[CH:23][C:22]=3[F:28])(=[O:20])=[O:19])[CH:14]=[CH:15][CH:16]=2)\[OH:10])[CH:5]=[CH:4][N:3]=1.[Cl:29]C1C(NS(C2C(F)=CC=CC=2F)(=O)=O)=CC=CC=1C(OC)=O.ClC1N=C(C)C=CN=1. No catalyst specified. The product is [Cl:29][C:12]1[C:11](/[C:9](/[OH:10])=[CH:8]\[C:6]2[CH:5]=[CH:4][N:3]=[C:2]([Cl:1])[N:7]=2)=[CH:16][CH:15]=[CH:14][C:13]=1[NH:17][S:18]([C:21]1[C:26]([F:27])=[CH:25][CH:24]=[CH:23][C:22]=1[F:28])(=[O:19])=[O:20]. The yield is 0.735.